This data is from Forward reaction prediction with 1.9M reactions from USPTO patents (1976-2016). The task is: Predict the product of the given reaction. (1) Given the reactants [Cl:1][C:2]1[C:10]2[N:9]=[C:8]([NH:11][C:12]3[CH:17]=[C:16]([Cl:18])[CH:15]=[C:14]([Cl:19])[CH:13]=3)[N:7]([CH2:20][CH2:21][CH2:22][CH2:23]O)[C:6]=2[C:5]([CH:25]([CH2:28][CH3:29])[CH2:26][CH3:27])=[CH:4][CH:3]=1.CS(Cl)(=O)=O.C(=O)(O)[O-].[Na+].C(=O)([O-])[O-].[K+].[K+], predict the reaction product. The product is: [Cl:1][C:2]1[C:10]2[N:9]=[C:8]3[N:11]([C:12]4[CH:17]=[C:16]([Cl:18])[CH:15]=[C:14]([Cl:19])[CH:13]=4)[CH2:23][CH2:22][CH2:21][CH2:20][N:7]3[C:6]=2[C:5]([CH:25]([CH2:28][CH3:29])[CH2:26][CH3:27])=[CH:4][CH:3]=1. (2) Given the reactants [F:1][C:2]1[CH:3]=[C:4]([C:13]2[CH:22]=[CH:21][C:20]3[C:15](=[CH:16][CH:17]=[C:18]([O:23]C)[CH:19]=3)[C:14]=2[O:25][C:26]2[CH:40]=[CH:39][C:29]([O:30][CH2:31][CH2:32][N:33]3[CH2:38][CH2:37][CH2:36][CH2:35][CH2:34]3)=[CH:28][CH:27]=2)[CH:5]=[C:6]([F:12])[C:7]=1[S:8]([CH3:11])(=[O:10])=[O:9].[ClH:41].B(Br)(Br)Br, predict the reaction product. The product is: [ClH:41].[F:1][C:2]1[CH:3]=[C:4]([C:13]2[C:14]([O:25][C:26]3[CH:27]=[CH:28][C:29]([O:30][CH2:31][CH2:32][N:33]4[CH2:34][CH2:35][CH2:36][CH2:37][CH2:38]4)=[CH:39][CH:40]=3)=[C:15]3[C:20](=[CH:21][CH:22]=2)[CH:19]=[C:18]([OH:23])[CH:17]=[CH:16]3)[CH:5]=[C:6]([F:12])[C:7]=1[S:8]([CH3:11])(=[O:10])=[O:9].